From a dataset of Forward reaction prediction with 1.9M reactions from USPTO patents (1976-2016). Predict the product of the given reaction. (1) Given the reactants [H-].[Na+].[CH3:3][C:4]([C:6]1[O:10][C:9]2[CH:11]=[CH:12][CH:13]=[C:14]([OH:15])[C:8]=2[C:7]=1[CH3:16])=[O:5].S(C1C=CC([N+]([O-])=O)=CC=1)(O[CH2:21][C@H:22]1[O:24][CH2:23]1)(=O)=O, predict the reaction product. The product is: [CH3:3][C:4]([C:6]1[O:10][C:9]2[CH:11]=[CH:12][CH:13]=[C:14]([O:15][CH2:21][C@H:22]3[O:24][CH2:23]3)[C:8]=2[C:7]=1[CH3:16])=[O:5]. (2) Given the reactants [CH3:1][CH2:2][CH2:3][CH2:4][CH2:5][N:6]([CH2:8][CH2:9][C:10]([P:16]([OH:19])([OH:18])=[O:17])([P:12]([OH:15])([OH:14])=[O:13])[OH:11])[CH3:7].[OH-].[Na+:21].CC(O)C, predict the reaction product. The product is: [CH3:1][CH2:2][CH2:3][CH2:4][CH2:5][N:6]([CH2:8][CH2:9][C:10]([P:16]([O-:19])([OH:18])=[O:17])([P:12]([OH:15])([OH:14])=[O:13])[OH:11])[CH3:7].[Na+:21]. (3) Given the reactants [CH:1]([C:4]1[C:9](=[O:10])[NH:8][C:7](=[O:11])[NH:6][C:5]=1[C:12]([C:14]1[CH:15]=[C:16]([CH:21]=[CH:22][C:23]#[N:24])[CH:17]=[C:18]([CH3:20])[CH:19]=1)=[O:13])([CH3:3])[CH3:2].C(=O)([O-])[O-].[K+].[K+].[I-].[Li+].Br[CH2:34][CH:35]1[CH2:37][CH2:36]1, predict the reaction product. The product is: [CH:35]1([CH2:34][N:6]2[C:5]([C:12]([C:14]3[CH:15]=[C:16]([CH:21]=[CH:22][C:23]#[N:24])[CH:17]=[C:18]([CH3:20])[CH:19]=3)=[O:13])=[C:4]([CH:1]([CH3:3])[CH3:2])[C:9](=[O:10])[NH:8][C:7]2=[O:11])[CH2:37][CH2:36]1. (4) Given the reactants [CH2:1]([C:3]1([C:17]2[CH:22]=[CH:21][CH:20]=[C:19]([O:23]C)[CH:18]=2)[CH2:9][CH2:8][CH2:7][CH2:6][N:5]([CH2:10][CH2:11][NH:12][C:13]([NH2:15])=[O:14])[C:4]1=[O:16])[CH3:2].B(Br)(Br)Br, predict the reaction product. The product is: [CH2:1]([C:3]1([C:17]2[CH:22]=[CH:21][CH:20]=[C:19]([OH:23])[CH:18]=2)[CH2:9][CH2:8][CH2:7][CH2:6][N:5]([CH2:10][CH2:11][NH:12][C:13]([NH2:15])=[O:14])[C:4]1=[O:16])[CH3:2].